Dataset: Full USPTO retrosynthesis dataset with 1.9M reactions from patents (1976-2016). Task: Predict the reactants needed to synthesize the given product. (1) Given the product [Cl:1][C:2]1[C:7]([NH:8][C:24]2[CH:25]=[C:20]([CH:21]=[CH:22][CH:23]=2)[C:18]([O:17][CH3:16])=[O:19])=[CH:6][C:5]([C:9]2[C:10]([CH3:15])=[N:11][O:12][C:13]=2[CH3:14])=[CH:4][N:3]=1, predict the reactants needed to synthesize it. The reactants are: [Cl:1][C:2]1[C:7]([NH2:8])=[CH:6][C:5]([C:9]2[C:10]([CH3:15])=[N:11][O:12][C:13]=2[CH3:14])=[CH:4][N:3]=1.[CH3:16][O:17][C:18]([C:20]1[CH:21]=[C:22](B(O)O)[CH:23]=[CH:24][CH:25]=1)=[O:19].O=O.[OH-].[NH4+]. (2) Given the product [Cl:1][C:2]1[CH:3]=[C:4]([CH:9]=[CH:10][C:11]=1[C:12]1[N:16]=[C:15]([C:17]2[N:18]=[C:19]3[C:24]([Cl:25])=[CH:23][C:22]([C:26]([F:29])([F:27])[F:28])=[CH:21][N:20]3[CH:30]=2)[O:14][N:13]=1)[O:5][CH2:6][CH:7]=[O:8], predict the reactants needed to synthesize it. The reactants are: [Cl:1][C:2]1[CH:3]=[C:4]([CH:9]=[CH:10][C:11]=1[C:12]1[N:16]=[C:15]([C:17]2[N:18]=[C:19]3[C:24]([Cl:25])=[CH:23][C:22]([C:26]([F:29])([F:28])[F:27])=[CH:21][N:20]3[CH:30]=2)[O:14][N:13]=1)[O:5][CH2:6][CH2:7][OH:8].CC(OI1(OC(C)=O)(OC(C)=O)OC(=O)C2C=CC=CC1=2)=O.